This data is from Forward reaction prediction with 1.9M reactions from USPTO patents (1976-2016). The task is: Predict the product of the given reaction. (1) Given the reactants Br[C:2]1[CH:3]=[C:4]([CH:9]=[CH:10][N:11]=1)[C:5]([O:7][CH3:8])=[O:6].[F:12][C:13]1[CH:14]=[C:15](B(O)O)[CH:16]=[C:17]([F:20])[C:18]=1[F:19].C(=O)([O-])[O-].[K+].[K+], predict the reaction product. The product is: [F:12][C:13]1[CH:14]=[C:15]([C:2]2[CH:3]=[C:4]([CH:9]=[CH:10][N:11]=2)[C:5]([O:7][CH3:8])=[O:6])[CH:16]=[C:17]([F:20])[C:18]=1[F:19]. (2) Given the reactants [CH:1]1([C:4]2[C:5]([O:13][CH:14]([CH3:17])[CH2:15][F:16])=[CH:6][C:7]([C:10]([OH:12])=O)=[N:8][CH:9]=2)[CH2:3][CH2:2]1.[NH2:18][C:19]1([CH2:25][C:26]([NH2:28])=[O:27])[CH2:22][S:21](=[O:24])(=[O:23])[CH2:20]1, predict the reaction product. The product is: [NH2:28][C:26](=[O:27])[CH2:25][C:19]1([NH:18][C:10]([C:7]2[CH:6]=[C:5]([O:13][CH:14]([CH3:17])[CH2:15][F:16])[C:4]([CH:1]3[CH2:2][CH2:3]3)=[CH:9][N:8]=2)=[O:12])[CH2:20][S:21](=[O:23])(=[O:24])[CH2:22]1. (3) Given the reactants [NH2:1][C:2]1[N:7]=[C:6]([C:8]([O:10][CH3:11])=[O:9])[CH:5]=[CH:4][CH:3]=1.[NH2:12][C:13]1[C:14]([C:20](O)=[O:21])=[N:15][C:16]([Cl:19])=[CH:17][N:18]=1, predict the reaction product. The product is: [NH2:12][C:13]1[C:14]([C:20]([NH:1][C:2]2[N:7]=[C:6]([C:8]([O:10][CH3:11])=[O:9])[CH:5]=[CH:4][CH:3]=2)=[O:21])=[N:15][C:16]([Cl:19])=[CH:17][N:18]=1. (4) Given the reactants [N+:1](=[CH2:3])=[N-:2].[C:4]([O:12][CH3:13])(=[O:11])[C:5]#[C:6][C:7]([O:9][CH3:10])=[O:8], predict the reaction product. The product is: [NH:1]1[CH:3]=[C:6]([C:7]([O:9][CH3:10])=[O:8])[C:5]([C:4]([O:12][CH3:13])=[O:11])=[N:2]1.